From a dataset of NCI-60 drug combinations with 297,098 pairs across 59 cell lines. Regression. Given two drug SMILES strings and cell line genomic features, predict the synergy score measuring deviation from expected non-interaction effect. (1) Drug 1: C1CCC(C1)C(CC#N)N2C=C(C=N2)C3=C4C=CNC4=NC=N3. Drug 2: C1=CC=C(C(=C1)C(C2=CC=C(C=C2)Cl)C(Cl)Cl)Cl. Cell line: ACHN. Synergy scores: CSS=10.2, Synergy_ZIP=3.36, Synergy_Bliss=7.19, Synergy_Loewe=5.98, Synergy_HSA=5.78. (2) Drug 1: CCC1=CC2CC(C3=C(CN(C2)C1)C4=CC=CC=C4N3)(C5=C(C=C6C(=C5)C78CCN9C7C(C=CC9)(C(C(C8N6C)(C(=O)OC)O)OC(=O)C)CC)OC)C(=O)OC.C(C(C(=O)O)O)(C(=O)O)O. Drug 2: C1=CC(=CC=C1CCCC(=O)O)N(CCCl)CCCl. Cell line: HCT116. Synergy scores: CSS=58.8, Synergy_ZIP=-4.77, Synergy_Bliss=-5.79, Synergy_Loewe=-17.2, Synergy_HSA=-3.17. (3) Drug 1: CC1=C(C=C(C=C1)NC2=NC=CC(=N2)N(C)C3=CC4=NN(C(=C4C=C3)C)C)S(=O)(=O)N.Cl. Drug 2: CN1CCC(CC1)COC2=C(C=C3C(=C2)N=CN=C3NC4=C(C=C(C=C4)Br)F)OC. Cell line: RPMI-8226. Synergy scores: CSS=-5.98, Synergy_ZIP=5.50, Synergy_Bliss=9.24, Synergy_Loewe=-4.24, Synergy_HSA=0.565. (4) Drug 1: CNC(=O)C1=CC=CC=C1SC2=CC3=C(C=C2)C(=NN3)C=CC4=CC=CC=N4. Drug 2: CC(C)(C#N)C1=CC(=CC(=C1)CN2C=NC=N2)C(C)(C)C#N. Cell line: SR. Synergy scores: CSS=58.2, Synergy_ZIP=0.728, Synergy_Bliss=-0.0804, Synergy_Loewe=-0.993, Synergy_HSA=1.68.